From a dataset of Full USPTO retrosynthesis dataset with 1.9M reactions from patents (1976-2016). Predict the reactants needed to synthesize the given product. (1) Given the product [C:13]([C:11]1[CH:10]=[CH:9][CH:8]=[C:7]([C:1]2[CH:6]=[CH:5][CH:4]=[CH:3][CH:2]=2)[N:12]=1)([C:15]1[CH:20]=[CH:19][CH:18]=[C:17]([C:21]2[CH:26]=[CH:25][CH:24]=[CH:23][CH:22]=2)[N:16]=1)=[O:14], predict the reactants needed to synthesize it. The reactants are: [C:1]1([C:7]2[N:12]=[C:11]([CH:13]([C:15]3[CH:20]=[CH:19][CH:18]=[C:17]([C:21]4[CH:26]=[CH:25][CH:24]=[CH:23][CH:22]=4)[N:16]=3)[OH:14])[CH:10]=[CH:9][CH:8]=2)[CH:6]=[CH:5][CH:4]=[CH:3][CH:2]=1. (2) Given the product [CH2:23]([N:25]([CH2:26][CH3:27])[C:18]([C:12]1[S:13][C:14]2[CH2:15][CH2:16][O:17][C:8]3[CH:7]=[C:6]([C:4]4[CH:5]=[N:1][NH:2][CH:3]=4)[CH:22]=[CH:21][C:9]=3[C:10]=2[N:11]=1)=[O:20])[CH3:24], predict the reactants needed to synthesize it. The reactants are: [NH:1]1[CH:5]=[C:4]([C:6]2[CH:22]=[CH:21][C:9]3[C:10]4[N:11]=[C:12]([C:18]([OH:20])=O)[S:13][C:14]=4[CH2:15][CH2:16][O:17][C:8]=3[CH:7]=2)[CH:3]=[N:2]1.[CH2:23]([NH:25][CH2:26][CH3:27])[CH3:24].